From a dataset of Peptide-MHC class I binding affinity with 185,985 pairs from IEDB/IMGT. Regression. Given a peptide amino acid sequence and an MHC pseudo amino acid sequence, predict their binding affinity value. This is MHC class I binding data. (1) The peptide sequence is YWMGGTTYF. The MHC is HLA-A68:02 with pseudo-sequence HLA-A68:02. The binding affinity (normalized) is 0.0847. (2) The peptide sequence is SEIEPEPEPT. The binding affinity (normalized) is 0.517. The MHC is HLA-B45:01 with pseudo-sequence HLA-B45:01.